From a dataset of Forward reaction prediction with 1.9M reactions from USPTO patents (1976-2016). Predict the product of the given reaction. (1) Given the reactants [Si]([O:8][CH2:9][CH2:10][C:11]1[N:12]([C:20]2[CH:25]=[CH:24][C:23]([O:26][CH2:27][CH2:28][CH2:29][N:30]3[CH2:34][CH2:33][CH2:32][CH2:31]3)=[CH:22][CH:21]=2)[C:13]2[C:18]([CH:19]=1)=[CH:17][CH:16]=[CH:15][CH:14]=2)(C(C)(C)C)(C)C.[F-].C([N+](CCCC)(CCCC)CCCC)CCC, predict the reaction product. The product is: [N:30]1([CH2:29][CH2:28][CH2:27][O:26][C:23]2[CH:22]=[CH:21][C:20]([N:12]3[C:13]4[C:18](=[CH:17][CH:16]=[CH:15][CH:14]=4)[CH:19]=[C:11]3[CH2:10][CH2:9][OH:8])=[CH:25][CH:24]=2)[CH2:34][CH2:33][CH2:32][CH2:31]1. (2) Given the reactants Br[C:2]1[CH:7]=[CH:6][C:5]([F:8])=[C:4]([F:9])[CH:3]=1.[Mg].II.[C:13]([N:20]1[CH2:24][CH2:23][C:22](=[O:25])[CH2:21]1)([O:15][C:16]([CH3:19])([CH3:18])[CH3:17])=[O:14], predict the reaction product. The product is: [F:9][C:4]1[CH:3]=[C:2]([C:22]2([OH:25])[CH2:23][CH2:24][N:20]([C:13]([O:15][C:16]([CH3:18])([CH3:17])[CH3:19])=[O:14])[CH2:21]2)[CH:7]=[CH:6][C:5]=1[F:8].